This data is from Full USPTO retrosynthesis dataset with 1.9M reactions from patents (1976-2016). The task is: Predict the reactants needed to synthesize the given product. (1) Given the product [CH2:12]([C@@:15]1([CH3:41])[CH2:20][C@H:19]([C:21]2[CH:26]=[CH:25][CH:24]=[C:23]([Cl:27])[CH:22]=2)[C@@H:18]([C:28]2[CH:33]=[CH:32][C:31]([Cl:34])=[CH:30][CH:29]=2)[N:17]([C@@H:35]([CH:38]([CH3:40])[CH3:39])[CH2:36][OH:1])[C:16]1=[O:37])[CH:13]=[CH2:14], predict the reactants needed to synthesize it. The reactants are: [OH2:1].[OH-].[Li+].FC(F)(F)S([O-])(=O)=O.[CH2:12]([C@@:15]1([CH3:41])[CH2:20][C@H:19]([C:21]2[CH:26]=[CH:25][CH:24]=[C:23]([Cl:27])[CH:22]=2)[C@@H:18]([C:28]2[CH:33]=[CH:32][C:31]([Cl:34])=[CH:30][CH:29]=2)[N+:17]2[C@@H:35]([CH:38]([CH3:40])[CH3:39])[CH2:36][O:37][C:16]1=2)[CH:13]=[CH2:14]. (2) Given the product [CH3:5][C:3]1([C:2]([F:7])([F:6])[F:1])[NH:8][CH:9]([C:12]2[CH:17]=[CH:16][CH:15]=[CH:14][CH:13]=2)[CH2:10][O:4]1, predict the reactants needed to synthesize it. The reactants are: [F:1][C:2]([F:7])([F:6])[C:3]([CH3:5])=[O:4].[NH2:8][CH:9]([C:12]1[CH:17]=[CH:16][CH:15]=[CH:14][CH:13]=1)[CH2:10]O.C1(C)C=CC(S([O-])(=O)=O)=CC=1.[NH+]1C=CC=CC=1.O. (3) Given the product [NH2:21][CH2:22][CH2:23][NH:19][S:16]([C:13]1[S:12][C:11]([C:10]2[CH:9]=[CH:8][N:7]=[C:6]3[N:24]([S:25]([C:28]4[CH:33]=[CH:32][CH:31]=[CH:30][CH:29]=4)(=[O:27])=[O:26])[C:3]([CH:2]([F:34])[F:1])=[CH:4][C:5]=23)=[CH:15][CH:14]=1)(=[O:17])=[O:18], predict the reactants needed to synthesize it. The reactants are: [F:1][CH:2]([F:34])[C:3]1[N:24]([S:25]([C:28]2[CH:33]=[CH:32][CH:31]=[CH:30][CH:29]=2)(=[O:27])=[O:26])[C:6]2=[N:7][CH:8]=[CH:9][C:10]([C:11]3[S:12][C:13]([S:16]([N:19]4[CH:23]=[CH:22][N:21]=C4)(=[O:18])=[O:17])=[CH:14][CH:15]=3)=[C:5]2[CH:4]=1.COS(C(F)(F)F)(=O)=O.NCCNC(=O)OC(C)(C)C. (4) Given the product [CH2:16]([C@@H:14]1[NH:15][CH2:3][C@@H:2]([C:6]2[S:7][CH:8]=[CH:9][CH:10]=2)[NH:1][C:13]1=[O:12])[CH:17]([CH3:19])[CH3:18], predict the reactants needed to synthesize it. The reactants are: [NH2:1][C@H:2]([C:6]1[S:7][CH:8]=[CH:9][CH:10]=1)[C:3](O)=O.C[O:12][C:13](=O)[C@H:14]([CH2:16][CH:17]([CH3:19])[CH3:18])[NH2:15].C([C@@H]1NC[C@H](CC(C)C)NC1=O)C(C)C. (5) Given the product [CH:1]([C:2]1[NH:6][C:5]([C:7]([O:9][CH2:10][CH3:11])=[O:8])=[C:4]([CH3:12])[C:3]=1[C:13]([O:15][CH2:16][CH3:17])=[O:14])=[O:19], predict the reactants needed to synthesize it. The reactants are: [CH3:1][C:2]1[NH:6][C:5]([C:7]([O:9][CH2:10][CH3:11])=[O:8])=[C:4]([CH3:12])[C:3]=1[C:13]([O:15][CH2:16][CH3:17])=[O:14].O.[O:19]=[N+]([O-])[O-].[O-][N+](=O)[O-].[O-][N+](=O)[O-].[O-][N+](=O)[O-].[O-][N+](=O)[O-].[O-][N+](=O)[O-].[Ce+4].[NH4+].[NH4+]. (6) Given the product [Cl:22][C:23]1[N:32]=[C:31]([NH:14][CH2:13][C:7]2([C:1]3[CH:6]=[CH:5][CH:4]=[CH:3][CH:2]=3)[CH2:12][CH2:11][CH2:10][CH2:9][CH2:8]2)[C:30]2[C:25](=[CH:26][CH:27]=[CH:28][CH:29]=2)[N:24]=1, predict the reactants needed to synthesize it. The reactants are: [C:1]1([C:7]2([CH2:13][NH2:14])[CH2:12][CH2:11][CH2:10][CH2:9][CH2:8]2)[CH:6]=[CH:5][CH:4]=[CH:3][CH:2]=1.C(N(CC)CC)C.[Cl:22][C:23]1[N:32]=[C:31](Cl)[C:30]2[C:25](=[CH:26][CH:27]=[CH:28][CH:29]=2)[N:24]=1.